Binary Classification. Given a drug SMILES string, predict its activity (active/inactive) in a high-throughput screening assay against a specified biological target. From a dataset of Tyrosyl-DNA phosphodiesterase HTS with 341,365 compounds. The drug is O=C(Nc1ccc(cc1)C(=O)COc1ccc(cc1)c1ocnn1)CC(C)C. The result is 0 (inactive).